Dataset: Reaction yield outcomes from USPTO patents with 853,638 reactions. Task: Predict the reaction yield, written as a fraction of the theoretical maximum amount of product (1.0 means a 100% yield; for example, 0.34 means a 34% yield). (1) The reactants are FC1C=CC=CC=1C(Cl)=O.[C:11]1([C:21](Cl)=[O:22])[C:20]2[C:15](=[CH:16][CH:17]=[CH:18][CH:19]=2)[CH:14]=[CH:13][CH:12]=1.[NH2:24][C:25]1[CH:26]=[C:27]([CH:38]=[CH:39][N:40]=1)[C:28]([NH:30][CH2:31][C:32]1[CH:37]=[CH:36][CH:35]=[CH:34][CH:33]=1)=[O:29]. No catalyst specified. The product is [C:11]1([C:21]([NH:24][C:25]2[CH:26]=[C:27]([CH:38]=[CH:39][N:40]=2)[C:28]([NH:30][CH2:31][C:32]2[CH:37]=[CH:36][CH:35]=[CH:34][CH:33]=2)=[O:29])=[O:22])[C:20]2[C:15](=[CH:16][CH:17]=[CH:18][CH:19]=2)[CH:14]=[CH:13][CH:12]=1. The yield is 0.200. (2) The reactants are [F:1][C:2]([F:42])([F:41])[C@H:3]([N:28]1[CH2:32][CH2:31][C@H:30]([NH:33]C(=O)OC(C)(C)C)[CH2:29]1)[C:4]1[CH:5]=[CH:6][C:7]2[N:8]([C:10]([C:13]3[CH:22]=[CH:21][C:20]4[C:15](=[C:16]([O:24][CH:25]([CH3:27])[CH3:26])[CH:17]=[C:18]([F:23])[CH:19]=4)[N:14]=3)=[N:11][N:12]=2)[CH:9]=1.C(O)(C(F)(F)F)=O. No catalyst specified. The product is [F:42][C:2]([F:1])([F:41])[C@H:3]([N:28]1[CH2:32][CH2:31][C@H:30]([NH2:33])[CH2:29]1)[C:4]1[CH:5]=[CH:6][C:7]2[N:8]([C:10]([C:13]3[CH:22]=[CH:21][C:20]4[C:15](=[C:16]([O:24][CH:25]([CH3:27])[CH3:26])[CH:17]=[C:18]([F:23])[CH:19]=4)[N:14]=3)=[N:11][N:12]=2)[CH:9]=1. The yield is 1.05. (3) No catalyst specified. The product is [CH2:1]([N:8]1[C:16]2[CH:15]=[CH:14][N:13]=[C:12]([O:17][CH3:20])[C:11]=2[CH:10]=[C:9]1[CH3:18])[C:2]1[CH:3]=[CH:4][CH:5]=[CH:6][CH:7]=1. The yield is 0.350. The reactants are [CH2:1]([N:8]1[C:16]2[CH:15]=[CH:14][NH:13][C:12](=[O:17])[C:11]=2[CH:10]=[C:9]1[CH3:18])[C:2]1[CH:7]=[CH:6][CH:5]=[CH:4][CH:3]=1.Cl[CH2:20]Cl.F[B-](F)(F)F.C[O+](C)C. (4) The reactants are [Br-].[CH:2]1[C:11]2[C:6](=[CH:7][CH:8]=[CH:9][CH:10]=2)[CH:5]=[CH:4][C:3]=1[CH:12]([P+](C1C=CC=CC=1)(C1C=CC=CC=1)C1C=CC=CC=1)[CH3:13].[Li]CCCC.[CH3:38][CH:39]([CH2:43][C:44]([CH3:47])([CH3:46])[CH3:45])[CH2:40][CH:41]=O. No catalyst specified. The product is [CH3:38][CH:39]([CH2:43][C:44]([CH3:47])([CH3:46])[CH3:45])[CH2:40][CH:41]=[C:12]([C:3]1[CH:4]=[CH:5][C:6]2[C:11](=[CH:10][CH:9]=[CH:8][CH:7]=2)[CH:2]=1)[CH3:13]. The yield is 0.460. (5) The catalyst is ClCCl.O. The product is [CH2:1]([C:3]1[C:8]([OH:9])=[CH:7][C:6]([OH:10])=[C:5]([C:11](=[O:20])[C:12]2[CH:17]=[CH:16][C:15]([O:18][CH3:19])=[CH:14][CH:13]=2)[C:4]=1[CH2:21][C:22]([N:52]([CH2:51][CH2:50][O:49][CH3:48])[CH3:53])=[O:24])[CH3:2]. The yield is 0.130. The reactants are [CH2:1]([C:3]1[C:8]([OH:9])=[CH:7][C:6]([OH:10])=[C:5]([C:11](=[O:20])[C:12]2[CH:17]=[CH:16][C:15]([O:18][CH3:19])=[CH:14][CH:13]=2)[C:4]=1[CH2:21][C:22]([OH:24])=O)[CH3:2].O.ON1C2C=CC=CC=2N=N1.Cl.CN(C)CCCN=C=NCC.[CH3:48][O:49][CH2:50][CH2:51][NH:52][CH3:53]. (6) The reactants are [NH2:1][CH2:2][C:3]1[C:4]([NH2:30])=[N:5][C:6]([O:9][CH2:10][CH2:11][CH2:12][CH2:13][N:14]2[CH2:19][CH2:18][N:17]([C:20]3[C:29]4[C:24](=[CH:25][CH:26]=[CH:27][CH:28]=4)[CH:23]=[CH:22][CH:21]=3)[CH2:16][CH2:15]2)=[CH:7][CH:8]=1.Cl[C:32](OC1C=CC=CC=1)=[O:33].CCN(CC)CC.[Li+].CC([N-]C(C)C)C. The catalyst is C1COCC1. The product is [C:20]1([N:17]2[CH2:16][CH2:15][N:14]([CH2:13][CH2:12][CH2:11][CH2:10][O:9][C:6]3[CH:7]=[CH:8][C:3]4[CH2:2][NH:1][C:32](=[O:33])[NH:30][C:4]=4[N:5]=3)[CH2:19][CH2:18]2)[C:29]2[C:24](=[CH:25][CH:26]=[CH:27][CH:28]=2)[CH:23]=[CH:22][CH:21]=1. The yield is 0.210. (7) The reactants are [OH:1][CH:2]([C:6]1[CH:11]=[CH:10][C:9]([C:12]2[N:16]=[C:15]([C:17]3[O:21][N:20]=[C:19]([C:22]4[CH:27]=[CH:26][CH:25]=[CH:24][CH:23]=4)[C:18]=3[C:28]([F:31])([F:30])[F:29])[O:14][N:13]=2)=[CH:8][CH:7]=1)[C:3]([OH:5])=O.CN1CCOCC1.[CH3:39][C:40]1[CH:44]=[C:43]([CH2:45][NH2:46])[O:42][N:41]=1.F[P-](F)(F)(F)(F)F.N1(O[P+](N(C)C)(N(C)C)N(C)C)C2C=CC=CC=2N=N1. The catalyst is CN(C=O)C. The product is [OH:1][CH:2]([C:6]1[CH:11]=[CH:10][C:9]([C:12]2[N:16]=[C:15]([C:17]3[O:21][N:20]=[C:19]([C:22]4[CH:23]=[CH:24][CH:25]=[CH:26][CH:27]=4)[C:18]=3[C:28]([F:31])([F:30])[F:29])[O:14][N:13]=2)=[CH:8][CH:7]=1)[C:3]([NH:46][CH2:45][C:43]1[O:42][N:41]=[C:40]([CH3:39])[CH:44]=1)=[O:5]. The yield is 0.308. (8) The reactants are [CH3:1][C:2]1([CH3:33])[CH2:8][C:7](=[O:9])[CH2:6][CH2:5][C:4]([CH3:11])([CH3:10])[P:3]1[C:12]1[CH:17]=[CH:16][CH:15]=[CH:14][C:13]=1[C:18]1[C:23]([CH:24]([CH3:26])[CH3:25])=[CH:22][C:21]([CH:27]([CH3:29])[CH3:28])=[CH:20][C:19]=1[CH:30]([CH3:32])[CH3:31].B(F)(F)F.[CH3:38]COCC.C[Si](C=[N+]=[N-])(C)C. The catalyst is Cl. The product is [CH3:33][C:2]1([CH3:1])[CH2:8][C:7](=[O:9])[CH2:38][CH2:6][CH2:5][C:4]([CH3:11])([CH3:10])[P:3]1[C:12]1[CH:17]=[CH:16][CH:15]=[CH:14][C:13]=1[C:18]1[C:23]([CH:24]([CH3:25])[CH3:26])=[CH:22][C:21]([CH:27]([CH3:29])[CH3:28])=[CH:20][C:19]=1[CH:30]([CH3:31])[CH3:32]. The yield is 0.710. (9) The reactants are [C:1]([C:5]1[CH:10]=[CH:9][C:8]([N+:11]([O-])=O)=[CH:7][C:6]=1[F:14])([CH3:4])([CH3:3])[CH3:2]. The catalyst is CC(=O)OCC.[Pd]. The product is [C:1]([C:5]1[CH:10]=[CH:9][C:8]([NH2:11])=[CH:7][C:6]=1[F:14])([CH3:4])([CH3:2])[CH3:3]. The yield is 0.980.